Dataset: Full USPTO retrosynthesis dataset with 1.9M reactions from patents (1976-2016). Task: Predict the reactants needed to synthesize the given product. The reactants are: [H-].[Na+].[NH2:3][S:4]([C:7]1[CH:12]=[CH:11][C:10]([NH:13][C:14](=[O:17])[CH2:15]Br)=[C:9]([Cl:18])[CH:8]=1)(=[O:6])=[O:5].[Br:19][C:20]1[CH:21]=[C:22]([O:26][C:27]2[CH:28]=[C:29]([OH:34])[CH:30]=[C:31]([Cl:33])[CH:32]=2)[CH:23]=[N:24][CH:25]=1. Given the product [NH2:3][S:4]([C:7]1[CH:12]=[CH:11][C:10]([NH:13][C:14](=[O:17])[CH2:15][O:34][C:29]2[CH:30]=[C:31]([Cl:33])[CH:32]=[C:27]([O:26][C:22]3[CH:23]=[N:24][CH:25]=[C:20]([Br:19])[CH:21]=3)[CH:28]=2)=[C:9]([Cl:18])[CH:8]=1)(=[O:6])=[O:5], predict the reactants needed to synthesize it.